Binary Classification. Given a miRNA mature sequence and a target amino acid sequence, predict their likelihood of interaction. From a dataset of Experimentally validated miRNA-target interactions with 360,000+ pairs, plus equal number of negative samples. (1) The protein sequence of the target gene is MSEGSAGDPGHGSSRQRAVHPENLSLGSSCFSPPVNFLQELPSYRSVARRRTNILSRDKQSGTLLKPTDSFSCQLDGGITENLNSQSIRKYALNISEKRRLRDIQETQMKYLSEWDQWKRYSSKSWKRFLEKAREMTTHLELWRKDIRSIEGKFGTGIQSYFSFLRFLVVLNLVIFLIIFMLVLLPILLTKYKITNSTFVLIPFKDMDIQCTLYPISSSGLIYFYSYIIDLLSGTGFLEETSLFYGHYTIDGVKFQSFTYDLPLAYLISTIAYLALSLLWIVKRSVEGFKINLIRSEEHF.... The miRNA is hsa-miR-6854-5p with sequence AAGCUCAGGUUUGAGAACUGCUGA. Result: 0 (no interaction). (2) The miRNA is mmu-miR-346-3p with sequence AGGCAGGGGCUGGGCCUGCAGC. The protein sequence of the target gene is MGDVKNFLYAWCGKRKMTPSYEIRAVGNKNRQKFMCEVQVEGYNYTGMGNSTNKKDAQSNAARDFVNYLVRINEIKSEEVPAFGVASPPPLTDTPDTTANAEGDLPTTMGGPLPPHLALKAENNSEVGASGYGVPGPTWDRGANLKDYYSRKEEQEVQATLESEEVDLNAGLHGNWTLENAKARLNQYFQKEKIQGEYKYTQVGPDHNRSFIAEMTIYIKQLGRRIFAREHGSNKKLAAQSCALSLVRQLYHLGVVEAYSGLTKKKEGETVEPYKVNLSQDLEHQLQNIIQELNLEILPP.... Result: 0 (no interaction). (3) The miRNA is mmu-miR-499-5p with sequence UUAAGACUUGCAGUGAUGUUU. The protein sequence of the target gene is MAPQKDRKPKRSTWRFNLDLTHPVEDGIFDSGNFEQFLREKVKVNGKTGNLGNVVHIERFKNKITVVSEKQFSKRYLKYLTKKYLKKNNLRDWLRVVASDKETYELRYFQISQDEDESESED. Result: 0 (no interaction). (4) The miRNA is hsa-miR-4779 with sequence UAGGAGGGAAUAGUAAAAGCAG. The protein sequence of the target gene is MNTKDTTEVAENSHHLKIFLPKKLLECLPRCPLLPPERLRWNTNEEIASYLITFEKHDEWLSCAPKTRPQNGSIILYNRKKVKYRKDGYLWKKRKDGKTTREDHMKLKVQGMECLYGCYVHSSIVPTFHRRCYWLLQNPDIVLVHYLNVPALEDCGKGCSPIFCSISSDRREWLKWSREELLGQLKPMFHGIKWSCGNGTEEFSVEHLVQQILDTHPTKPAPRTHACLCSGGLGSGSLTHKCSSTKHRIISPKVEPRALTLTSIPHAHPPEPPPLIAPLPPELPKAHTSPSSSSSSSSSG.... Result: 1 (interaction). (5) The protein sequence of the target gene is MWPPCGTLRTLALARSRGARACSGDGGVSYTQGQSPEPRTREYFYYVDHQGQLFLDDSKMKNFITCFKDPQFLVTFFSRLRPNRSGRYEAAFPFLSPCGRERNFLRCEDRPVVFTHLLTADHGPPRLSYCGGGEALAVPFEPARLLPLAANGRLYHPAPERAGGVGLVRSALAFELSACFEYGPGAPALPSHVRWQGRRLALTMDLAPLLLAARSP. The miRNA is hsa-miR-671-5p with sequence AGGAAGCCCUGGAGGGGCUGGAG. Result: 1 (interaction). (6) The miRNA is dme-miR-124-3p with sequence UAAGGCACGCGGUGAAUGCCAAG. The protein sequence of the target gene is MNNDINSSVESLNSACNMQSDTDTAPLLEDGQHASNQGAASSSRGQPQASPRQKMQRSQPVHILRRLQEEDQQLRTASLPAIPNPFPELTGAAPGSPPSVAPSSLPPPPSQPPAKHCGRCEKWIPGENTRGNGKRKIWRWQFPPGFQLSKLTRPGLWTKTTARFSKKQPKNQCPTDTVNPVARMPTSQMEKLRLRKDVKVFSEDGTSKVVEILTDMTARDLCQLLVYKSHCVDDNSWTLVEHHPQLGLERCLEDHEIVVQVESTMPSESKFLFRKNYAKYEFFKNPVNFFPDQMVNWCQQ.... Result: 0 (no interaction). (7) The miRNA is hsa-miR-4487 with sequence AGAGCUGGCUGAAGGGCAG. The protein sequence of the target gene is MVSSCCGSVCSDQGCGLETCCRPSCCQTTCCRTTCCRPSCCVSSCCRPQCCQSVCCQPTCCRPSCCPSCCQTTCCRTTCCRPSCCVSSCCRPQCCQSVCCQPTCCRPSCSISSCCRPSCCVSRCCRSQCCQSVCCQPTCCRPSCCISSCCRPSCCESSCCRPCCCRPCCCLRPVCGRVSCHTTCYRPTCVISTCPRPLCCASSCC. Result: 0 (no interaction).